Dataset: Catalyst prediction with 721,799 reactions and 888 catalyst types from USPTO. Task: Predict which catalyst facilitates the given reaction. (1) Reactant: CC(OC([NH:8][C@@H:9]([CH2:14][CH2:15][C:16](=O)[C:17]1[CH:22]=[CH:21][C:20]([O:23][CH2:24][C:25]2[CH:30]=[CH:29][CH:28]=[CH:27][CH:26]=2)=[CH:19][CH:18]=1)[C:10]([O:12][CH3:13])=[O:11])=O)(C)C.FC(F)(F)C(O)=O. Product: [C:25]1([CH2:24][O:23][C:20]2[CH:21]=[CH:22][C:17]([C:16]3[CH2:15][CH2:14][C@@H:9]([C:10]([O:12][CH3:13])=[O:11])[N:8]=3)=[CH:18][CH:19]=2)[CH:30]=[CH:29][CH:28]=[CH:27][CH:26]=1. The catalyst class is: 2. (2) Reactant: [F:1][C:2]1[CH:9]=[CH:8][CH:7]=[C:6]([O:10][CH3:11])[C:3]=1[CH:4]=O.Cl.[NH2:13][OH:14].[OH-].[Na+].Cl. Product: [F:1][C:2]1[CH:9]=[CH:8][CH:7]=[C:6]([O:10][CH3:11])[C:3]=1[CH:4]=[N:13][OH:14]. The catalyst class is: 40. (3) Reactant: [OH:1][C:2]1[C:19]2[CH2:18][C@@:17]([OH:24])([C:20](=[O:23])[CH2:21][OH:22])[CH2:16][C@H:15]([O:25][C@@H:26]3[O:40][C@@H:39]([CH3:41])[C@H:29]4[O:30][C@H:31]5[N:36]([C@H:28]4[CH2:27]3)[CH2:35][CH2:34][O:33][C@@H:32]5[O:37][CH3:38])[C:14]=2[C:13]([OH:42])=[C:12]2[C:3]=1[C:4](=[O:46])[C:5]1[CH:6]=[CH:7][CH:8]=[C:9]([O:44][CH3:45])[C:10]=1[C:11]2=[O:43].[O:47]1[CH:52]=[CH:51][CH2:50][CH2:49][CH:48]1[CH2:53][O:54][CH2:55][C:56]([O:58][CH2:59][CH3:60])=[O:57].C1(C)C=CC(S(O)(=O)=O)=CC=1.C(=O)(O)[O-].[Na+]. Product: [CH2:59]([O:58][C:56](=[O:57])[CH2:55][O:54][CH2:53][CH:48]1[CH2:49][CH2:50][CH2:51][CH:52]([O:22][CH2:21][C:20](=[O:23])[C@@:17]2([OH:24])[CH2:16][C@H:15]([O:25][C@@H:26]3[O:40][C@@H:39]([CH3:41])[C@H:29]4[O:30][C@H:31]5[N:36]([C@H:28]4[CH2:27]3)[CH2:35][CH2:34][O:33][C@@H:32]5[O:37][CH3:38])[C:14]3[C:19](=[C:2]([OH:1])[C:3]4[C:4](=[O:46])[C:5]5[C:10]([C:11](=[O:43])[C:12]=4[C:13]=3[OH:42])=[C:9]([O:44][CH3:45])[CH:8]=[CH:7][CH:6]=5)[CH2:18]2)[O:47]1)[CH3:60]. The catalyst class is: 98.